The task is: Binary Classification. Given a T-cell receptor sequence (or CDR3 region) and an epitope sequence, predict whether binding occurs between them.. This data is from TCR-epitope binding with 47,182 pairs between 192 epitopes and 23,139 TCRs. (1) The epitope is GLCTLVAML. The TCR CDR3 sequence is CASSQETQYF. Result: 0 (the TCR does not bind to the epitope). (2) The epitope is YLQPRTFLL. The TCR CDR3 sequence is CASSQPGGAAGANVLTF. Result: 0 (the TCR does not bind to the epitope). (3) The epitope is QYDPVAALF. The TCR CDR3 sequence is CASSFGATEAFF. Result: 0 (the TCR does not bind to the epitope). (4) The epitope is TPGPGVRYPL. The TCR CDR3 sequence is CASSRTGWSTDTQYF. Result: 0 (the TCR does not bind to the epitope). (5) The epitope is QASQEVKNW. The TCR CDR3 sequence is CSARGLAGVNEQFF. Result: 0 (the TCR does not bind to the epitope).